From a dataset of Peptide-MHC class II binding affinity with 134,281 pairs from IEDB. Regression. Given a peptide amino acid sequence and an MHC pseudo amino acid sequence, predict their binding affinity value. This is MHC class II binding data. (1) The binding affinity (normalized) is 0.756. The MHC is HLA-DQA10401-DQB10402 with pseudo-sequence HLA-DQA10401-DQB10402. The peptide sequence is INEPTAAAIAYFLDR. (2) The peptide sequence is FPERQELAYQRDIFL. The MHC is DRB1_0101 with pseudo-sequence DRB1_0101. The binding affinity (normalized) is 0.831. (3) The peptide sequence is TLGSTSADEVQRMMA. The MHC is DRB5_0101 with pseudo-sequence DRB5_0101. The binding affinity (normalized) is 0.150. (4) The peptide sequence is QIRMAKLLGRDPEQS. The MHC is DRB4_0101 with pseudo-sequence DRB4_0103. The binding affinity (normalized) is 0.508. (5) The peptide sequence is QKYCPNKICTSKGDS. The MHC is DRB1_1602 with pseudo-sequence DRB1_1602. The binding affinity (normalized) is 0.0172. (6) The peptide sequence is AFRVAATAANAAPAN. The MHC is DRB1_0802 with pseudo-sequence DRB1_0802. The binding affinity (normalized) is 0.570.